This data is from Reaction yield outcomes from USPTO patents with 853,638 reactions. The task is: Predict the reaction yield, written as a fraction of the theoretical maximum amount of product (1.0 means a 100% yield; for example, 0.34 means a 34% yield). (1) The reactants are [NH2:1][C:2]1[CH:7]=[CH:6][C:5]([N+:8]([O-:10])=[O:9])=[CH:4][N:3]=1.C[Si]([N-][Si](C)(C)C)(C)C.[Na+].[C:21](O[C:21]([O:23][C:24]([CH3:27])([CH3:26])[CH3:25])=[O:22])([O:23][C:24]([CH3:27])([CH3:26])[CH3:25])=[O:22].O. The yield is 0.620. The product is [C:24]([O:23][C:21](=[O:22])[NH:1][C:2]1[CH:7]=[CH:6][C:5]([N+:8]([O-:10])=[O:9])=[CH:4][N:3]=1)([CH3:27])([CH3:26])[CH3:25]. The catalyst is C1COCC1. (2) The yield is 0.955. The catalyst is CO.C(Cl)Cl. The reactants are [Cl:1][C:2]1[CH:3]=[CH:4][C:5]2[O:18][CH:17]([C:19](OCC)=[O:20])[N:8]3[C:9]4[CH:10]=[CH:11][CH:12]=[C:13]([F:16])[C:14]=4[CH:15]=[C:7]3[C:6]=2[N:24]=1.[BH4-].[Na+].O. The product is [Cl:1][C:2]1[CH:3]=[CH:4][C:5]2[O:18][CH:17]([CH2:19][OH:20])[N:8]3[C:9]4[CH:10]=[CH:11][CH:12]=[C:13]([F:16])[C:14]=4[CH:15]=[C:7]3[C:6]=2[N:24]=1. (3) The reactants are C([Cl:4])(=O)C.[NH2:5][C:6]1[NH:10][N:9]=[C:8]([NH:11][C:12]2[CH:17]=[C:16]([C:18]([F:21])([F:20])[F:19])[C:15]([C:22]3[CH:27]=[CH:26][C:25]([O:28][CH3:29])=[C:24]([S:30]([NH:33][CH:34]4[CH2:39][CH2:38][N:37](C(OC(C)(C)C)=O)[CH2:36][CH2:35]4)(=[O:32])=[O:31])[CH:23]=3)=[C:14]([Cl:47])[CH:13]=2)[N:7]=1. The catalyst is CO. The product is [ClH:4].[NH2:5][C:6]1[NH:10][N:9]=[C:8]([NH:11][C:12]2[CH:17]=[C:16]([C:18]([F:20])([F:19])[F:21])[C:15]([C:22]3[CH:27]=[CH:26][C:25]([O:28][CH3:29])=[C:24]([S:30]([NH:33][CH:34]4[CH2:39][CH2:38][NH:37][CH2:36][CH2:35]4)(=[O:32])=[O:31])[CH:23]=3)=[C:14]([Cl:47])[CH:13]=2)[N:7]=1. The yield is 0.970. (4) The reactants are Br[C:2]1[CH:7]=[CH:6][C:5]([NH:8][N:9]2[C:17](=[O:18])[C:16]3[C:11](=[CH:12][CH:13]=[CH:14][CH:15]=3)[C:10]2=[O:19])=[CH:4][CH:3]=1.C([O-])([O-])=O.[K+].[K+].CO[CH2:28][CH2:29]OC. The catalyst is O.C1C=CC([P]([Pd]([P](C2C=CC=CC=2)(C2C=CC=CC=2)C2C=CC=CC=2)([P](C2C=CC=CC=2)(C2C=CC=CC=2)C2C=CC=CC=2)[P](C2C=CC=CC=2)(C2C=CC=CC=2)C2C=CC=CC=2)(C2C=CC=CC=2)C2C=CC=CC=2)=CC=1. The product is [CH:28]([C:2]1[CH:7]=[CH:6][C:5]([NH:8][N:9]2[C:17](=[O:18])[C:16]3[C:11](=[CH:12][CH:13]=[CH:14][CH:15]=3)[C:10]2=[O:19])=[CH:4][CH:3]=1)=[CH2:29]. The yield is 0.130. (5) The reactants are C([O:3][C:4]([CH:6]1[CH2:11][CH2:10][N:9]([C:12]2[CH:17]=[CH:16][C:15]([O:18][CH3:19])=[CH:14][N:13]=2)[CH2:8][CH2:7]1)=[O:5])C.O[Li].O. The catalyst is C1COCC1.CO.O. The product is [CH3:19][O:18][C:15]1[CH:16]=[CH:17][C:12]([N:9]2[CH2:8][CH2:7][CH:6]([C:4]([OH:5])=[O:3])[CH2:11][CH2:10]2)=[N:13][CH:14]=1. The yield is 0.390. (6) The reactants are CS(OS(C)(=O)=O)(=O)=O.[N:10]1([C:16]([C:18]2[CH:23]=[CH:22][C:21]([N:24]3[CH:28]=[C:27]([C:29]4[C:37]5[C:32](=[CH:33][CH:34]=[C:35]([CH2:38][OH:39])[CH:36]=5)[N:31](C5CCCCO5)[N:30]=4)[N:26]=[N:25]3)=[CH:20][CH:19]=2)=[O:17])[CH2:15][CH2:14][O:13][CH2:12][CH2:11]1.CCN(C(C)C)C(C)C.O[C@@H:56]1[CH2:61][O:60][C:58](=[O:59])[CH2:57]1. The catalyst is C(Cl)Cl. The product is [N:10]1([C:16]([C:18]2[CH:19]=[CH:20][C:21]([N:24]3[CH:28]=[C:27]([C:29]4[C:37]5[C:32](=[CH:33][CH:34]=[C:35]([CH2:38][O:39][C@@H:56]6[CH2:61][O:60][C:58](=[O:59])[CH2:57]6)[CH:36]=5)[NH:31][N:30]=4)[N:26]=[N:25]3)=[CH:22][CH:23]=2)=[O:17])[CH2:15][CH2:14][O:13][CH2:12][CH2:11]1. The yield is 0.0700.